Dataset: Forward reaction prediction with 1.9M reactions from USPTO patents (1976-2016). Task: Predict the product of the given reaction. (1) Given the reactants [NH2:1][C:2]1[CH:3]=[C:4]2[C:8](=[CH:9][CH:10]=1)[CH2:7][N:6]([C:11]([O:13][C:14]([CH3:17])([CH3:16])[CH3:15])=[O:12])[CH2:5]2.C(N(CC)CC)C.[Cl:25][C:26]1[N:31]=[C:30](Cl)[N:29]=[CH:28][N:27]=1, predict the reaction product. The product is: [Cl:25][C:26]1[N:31]=[CH:30][N:29]=[C:28]([NH:1][C:2]2[CH:3]=[C:4]3[C:8](=[CH:9][CH:10]=2)[CH2:7][N:6]([C:11]([O:13][C:14]([CH3:17])([CH3:16])[CH3:15])=[O:12])[CH2:5]3)[N:27]=1. (2) Given the reactants [F:1][C:2]1[CH:21]=[CH:20][C:5]([CH2:6][NH:7][C:8]([C:10]2[CH:15]=[C:14]([CH:16]=[N:17][OH:18])[N:13]=[C:12]([CH3:19])[N:11]=2)=[O:9])=[CH:4][C:3]=1[O:22][CH3:23].[CH:24]1([N:27]2[CH:32]=[C:31]([CH:33]=[CH2:34])[CH:30]=[CH:29][C:28]2=[O:35])[CH2:26][CH2:25]1.[Cl:36][O-].[Na+], predict the reaction product. The product is: [Cl:36][C:29]1[C:28](=[O:35])[N:27]([CH:24]2[CH2:26][CH2:25]2)[CH:32]=[C:31]([CH:33]2[O:18][N:17]=[C:16]([C:14]3[N:13]=[C:12]([CH3:19])[N:11]=[C:10]([C:8]([NH:7][CH2:6][C:5]4[CH:20]=[CH:21][C:2]([F:1])=[C:3]([O:22][CH3:23])[CH:4]=4)=[O:9])[CH:15]=3)[CH2:34]2)[CH:30]=1. (3) Given the reactants [CH:1]1([C@H:7]([NH:9][C:10](=[O:19])[C:11]2[CH:16]=[CH:15][C:14]([CH2:17]O)=[N:13][CH:12]=2)[CH3:8])[CH2:6][CH2:5][CH2:4][CH2:3][CH2:2]1.C1C=CC(P(C2C=CC=CC=2)C2C=CC=CC=2)=CC=1.C(Br)(Br)(Br)[Br:40], predict the reaction product. The product is: [Br:40][CH2:17][C:14]1[CH:15]=[CH:16][C:11]([C:10]([NH:9][C@@H:7]([CH:1]2[CH2:6][CH2:5][CH2:4][CH2:3][CH2:2]2)[CH3:8])=[O:19])=[CH:12][N:13]=1. (4) Given the reactants C(OC(=O)[CH:7]([C:19](=[O:21])[CH3:20])[C:8](=[O:18])[CH2:9][C:10]1[CH:15]=[CH:14][C:13]([CH2:16][CH3:17])=[CH:12][CH:11]=1)(C)(C)C, predict the reaction product. The product is: [CH2:16]([C:13]1[CH:14]=[CH:15][C:10]([CH2:9][C:8](=[O:18])[CH:7]=[C:19]([OH:21])[CH3:20])=[CH:11][CH:12]=1)[CH3:17]. (5) Given the reactants Cl[C:2]1[CH:7]=[CH:6][N:5]=[CH:4][C:3]=1[N+:8]([O-:10])=[O:9].[F:11][C:12]1[CH:13]=[C:14]([CH:17]=[C:18]([F:20])[CH:19]=1)[CH2:15][OH:16], predict the reaction product. The product is: [F:11][C:12]1[CH:13]=[C:14]([CH:17]=[C:18]([F:20])[CH:19]=1)[CH2:15][O:16][C:2]1[CH:7]=[CH:6][N:5]=[CH:4][C:3]=1[N+:8]([O-:10])=[O:9]. (6) Given the reactants [CH:1]1([C:4]2[N:5]=[CH:6][C:7]([C:15]([OH:17])=O)=[N:8][C:9]=2[O:10][CH2:11][CH:12]2[CH2:14][CH2:13]2)[CH2:3][CH2:2]1.[CH2:18]1[C:20]2([CH2:25][O:24][CH2:23][CH2:22][NH:21]2)[CH2:19]1, predict the reaction product. The product is: [CH:1]1([C:4]2[N:5]=[CH:6][C:7]([C:15]([N:21]3[CH2:22][CH2:23][O:24][CH2:25][C:20]43[CH2:18][CH2:19]4)=[O:17])=[N:8][C:9]=2[O:10][CH2:11][CH:12]2[CH2:13][CH2:14]2)[CH2:2][CH2:3]1. (7) Given the reactants C1(P(C2C=CC=CC=2)C2C=CC=CC=2)C=CC=CC=1.[N+:20]([C:23]1[CH:28]=[C:27]([C:29](=[O:31])[CH3:30])[CH:26]=[CH:25][C:24]=1[C:32]1[CH:37]=[CH:36][C:35]([C:38](=[O:40])[CH3:39])=[CH:34][CH:33]=1)([O-])=O.CCCCCC, predict the reaction product. The product is: [CH:36]1[C:37]2[NH:20][C:23]3[C:24](=[CH:25][CH:26]=[C:27]([C:29](=[O:31])[CH3:30])[CH:28]=3)[C:32]=2[CH:33]=[CH:34][C:35]=1[C:38](=[O:40])[CH3:39]. (8) Given the reactants Br[C:2]1[CH:9]=[CH:8][C:5]([C:6]#[N:7])=[CH:4][C:3]=1[C:10]([F:13])([F:12])[F:11].[NH:14]1[CH2:19][CH2:18][O:17][CH2:16][CH2:15]1, predict the reaction product. The product is: [N:14]1([C:2]2[CH:9]=[CH:8][C:5]([C:6]#[N:7])=[CH:4][C:3]=2[C:10]([F:13])([F:12])[F:11])[CH2:19][CH2:18][O:17][CH2:16][CH2:15]1. (9) Given the reactants [CH3:1][C:2]1([C:7]2[O:11][C:10]([CH2:12][N:13]3[CH:17]=[C:16]([NH2:18])[CH:15]=[N:14]3)=[CH:9][CH:8]=2)[O:6]CCO1.[Li+].[O:20]1[C:24]([C:25]2[O:29][CH:28]=[N:27][C:26]=2[C:30]([O-])=[O:31])=[CH:23][CH:22]=[N:21]1, predict the reaction product. The product is: [C:2]([C:7]1[O:11][C:10]([CH2:12][N:13]2[CH:17]=[C:16]([NH:18][C:30]([C:26]3[N:27]=[CH:28][O:29][C:25]=3[C:24]3[O:20][N:21]=[CH:22][CH:23]=3)=[O:31])[CH:15]=[N:14]2)=[CH:9][CH:8]=1)(=[O:6])[CH3:1].